This data is from Forward reaction prediction with 1.9M reactions from USPTO patents (1976-2016). The task is: Predict the product of the given reaction. (1) Given the reactants [F:1][C:2]1([F:11])[CH2:7][CH2:6][CH:5]([C:8](O)=[O:9])[CH2:4][CH2:3]1.C[N:13]1CCOCC1.CC(COC(Cl)=O)C.[OH-].[NH4+], predict the reaction product. The product is: [F:1][C:2]1([F:11])[CH2:7][CH2:6][CH:5]([C:8]([NH2:13])=[O:9])[CH2:4][CH2:3]1. (2) Given the reactants C[O:2][C:3](=[O:32])[C:4]([CH3:31])([CH3:30])[CH2:5][NH:6][C:7]([C:9]1[N:10]=[C:11]([C:28]#[N:29])[C:12]2[C:17]([C:18]=1[OH:19])=[CH:16][CH:15]=[C:14]([CH2:20][CH2:21][C:22]1[CH:27]=[CH:26][CH:25]=[CH:24][CH:23]=1)[CH:13]=2)=[O:8].[OH-].[Na+].Cl, predict the reaction product. The product is: [C:28]([C:11]1[C:12]2[C:17](=[CH:16][CH:15]=[C:14]([CH2:20][CH2:21][C:22]3[CH:27]=[CH:26][CH:25]=[CH:24][CH:23]=3)[CH:13]=2)[C:18]([OH:19])=[C:9]([C:7]([NH:6][CH2:5][C:4]([CH3:31])([CH3:30])[C:3]([OH:32])=[O:2])=[O:8])[N:10]=1)#[N:29].